Dataset: Reaction yield outcomes from USPTO patents with 853,638 reactions. Task: Predict the reaction yield, written as a fraction of the theoretical maximum amount of product (1.0 means a 100% yield; for example, 0.34 means a 34% yield). (1) The reactants are CC1C=[CH:6][C:5]([CH:8]([C:14]2[CH:19]=[CH:18][C:17](C)=[CH:16][CH:15]=2)[C:9](=[O:13])[CH:10]([CH3:12])C)=CC=1.[Li][CH2:22]CCC.Cl[P:27]([CH:34]1[CH2:39][CH2:38][CH2:37][CH2:36][CH2:35]1)[CH:28]1[CH2:33][CH2:32][CH2:31][CH2:30][CH2:29]1. The catalyst is C1COCC1. The product is [CH:28]1([P:27]([CH:34]2[CH2:39][CH2:38][CH2:37][CH2:36][CH2:35]2)[C:19]2[CH:18]=[CH:17][CH:16]=[CH:15][C:14]=2[C:8]2[CH:5]=[CH:6][CH:12]=[CH:10][C:9]=2[O:13][CH3:22])[CH2:33][CH2:32][CH2:31][CH2:30][CH2:29]1. The yield is 0.540. (2) The reactants are [C:1]([C:3]1[CH:4]=[C:5]([N+:10]([O-:12])=[O:11])[C:6]([CH3:9])=[N:7][CH:8]=1)#[CH:2].Cl.[CH3:14][NH:15][CH3:16].C([BH3-])#N.[Na+]. The catalyst is CCO. The product is [CH3:14][N:15]([CH3:16])[CH2:2][CH2:1][C:3]1[CH:8]=[N:7][C:6]([CH3:9])=[C:5]([N+:10]([O-:12])=[O:11])[CH:4]=1. The yield is 0.410. (3) The product is [C:8]([C:3]1[CH:4]=[C:5]([S:18]([OH:21])(=[O:20])=[O:19])[CH:6]=[CH:7][C:2]=1[OH:1])(=[O:10])[CH3:9]. The reactants are [OH:1][C:2]1[CH:7]=[CH:6][CH:5]=[CH:4][C:3]=1[C:8](=[O:10])[CH3:9].COC(=O)OC.Cl[S:18]([OH:21])(=[O:20])=[O:19]. The yield is 0.520. The catalyst is C1CCCCC1. (4) The product is [F:1][C:2]1[C:3]([O:15][CH:16]([CH3:18])[CH3:17])=[CH:4][C:5]([C:6]([NH:21][C:25]2[CH:26]=[CH:54][C:50]([C:51]([O:53][CH3:28])=[O:52])=[CH:49][CH:27]=2)=[O:8])=[CH:9][C:10]=1[O:11][CH:12]([CH3:14])[CH3:13]. The reactants are [F:1][C:2]1[C:10]([O:11][CH:12]([CH3:14])[CH3:13])=[CH:9][C:5]([C:6]([OH:8])=O)=[CH:4][C:3]=1[O:15][CH:16]([CH3:18])[CH3:17].CC[N:21]([CH:25]([CH3:27])[CH3:26])C(C)C.[CH2:28](P1(=O)OP(CCC)(=O)OP(CCC)(=O)O1)CC.ClC1C(OC(CC)CC)=[CH:54][C:50]([C:51]([OH:53])=[O:52])=[CH:49]C=1OCC. The yield is 0.510. The catalyst is CCOC(C)=O. (5) The reactants are Cl[C:2]1[C:3]([C:16]2[CH:21]=[CH:20][C:19]([F:22])=[CH:18][CH:17]=2)=[N:4][C:5]2[C:10]([N:11]=1)=[CH:9][C:8]([C:12]([O:14][CH3:15])=[O:13])=[CH:7][CH:6]=2.CCN(C(C)C)C(C)C.[CH:32]1([NH2:38])[CH2:37][CH2:36][CH2:35][CH2:34][CH2:33]1. The catalyst is CS(C)=O.O. The product is [CH:32]1([NH:38][C:2]2[C:3]([C:16]3[CH:21]=[CH:20][C:19]([F:22])=[CH:18][CH:17]=3)=[N:4][C:5]3[C:10]([N:11]=2)=[CH:9][C:8]([C:12]([O:14][CH3:15])=[O:13])=[CH:7][CH:6]=3)[CH2:37][CH2:36][CH2:35][CH2:34][CH2:33]1. The yield is 0.830. (6) The reactants are CS([C:5]1[N:6]=[C:7]([NH:26][C:27]2[CH:32]=[CH:31][C:30]([C:33]([F:36])([F:35])[F:34])=[CH:29][CH:28]=2)[C:8]2[CH2:14][CH2:13][N:12]([C:15]3[C:20]([C:21]([F:24])([F:23])[F:22])=[CH:19][CH:18]=[CH:17][N:16]=3)[CH2:11][CH2:10][C:9]=2[N:25]=1)(=O)=O.[OH-:37].[Na+].[OH2:39].[O:40]1CCOCC1. The catalyst is C(O)(C(F)(F)F)=O. The product is [F:22][C:21]([F:24])([F:23])[C:20]([OH:39])=[O:37].[F:34][C:33]([F:36])([F:35])[C:30]1[CH:31]=[CH:32][C:27]([NH:26][C:7]2[C:8]3[CH2:14][CH2:13][N:12]([C:15]4[C:20]([C:21]([F:24])([F:23])[F:22])=[CH:19][CH:18]=[CH:17][N:16]=4)[CH2:11][CH2:10][C:9]=3[N:25]=[C:5]([OH:40])[N:6]=2)=[CH:28][CH:29]=1. The yield is 0.980. (7) The reactants are [CH:1](OCC)(OCC)OCC.Cl.[NH2:12][C:13]1[CH:14]=[C:15]([CH:20]=[C:21]([OH:24])[C:22]=1[OH:23])[C:16]([O:18][CH3:19])=[O:17]. The catalyst is CCCCCC. The product is [OH:24][C:21]1[C:22]2[O:23][CH:1]=[N:12][C:13]=2[CH:14]=[C:15]([C:16]([O:18][CH3:19])=[O:17])[CH:20]=1. The yield is 0.770.